This data is from Forward reaction prediction with 1.9M reactions from USPTO patents (1976-2016). The task is: Predict the product of the given reaction. (1) Given the reactants [OH:1][CH:2]1[C:14]2[C:13]3[CH:12]=[C:11]([CH3:15])[CH:10]=[CH:9][C:8]=3[NH:7][C:6]=2[CH2:5][C:4](=[O:16])[N:3]1[CH3:17].[CH3:18][C:19]1[CH:24]=[CH:23][C:22]([CH:25]=[CH2:26])=[CH:21][N:20]=1.[OH-].[K+], predict the reaction product. The product is: [OH:1][CH:2]1[C:14]2[C:13]3[CH:12]=[C:11]([CH3:15])[CH:10]=[CH:9][C:8]=3[N:7]([CH2:26][CH2:25][C:22]3[CH:21]=[N:20][C:19]([CH3:18])=[CH:24][CH:23]=3)[C:6]=2[CH2:5][C:4](=[O:16])[N:3]1[CH3:17]. (2) Given the reactants C(OC(=O)[NH:7][C:8]1[CH:13]=[C:12]([N:14]([CH3:16])[CH3:15])[C:11]([C:17]([F:20])([F:19])[F:18])=[CH:10][C:9]=1[NH:21][C:22](=[O:37])[CH2:23][C:24](=O)[C:25]1[CH:30]=[CH:29][CH:28]=[C:27]([N:31]2[CH:35]=[N:34][CH:33]=[N:32]2)[CH:26]=1)(C)(C)C.C(O)(C(F)(F)F)=O, predict the reaction product. The product is: [CH3:15][N:14]([CH3:16])[C:12]1[C:11]([C:17]([F:20])([F:19])[F:18])=[CH:10][C:9]2[NH:21][C:22](=[O:37])[CH2:23][C:24]([C:25]3[CH:30]=[CH:29][CH:28]=[C:27]([N:31]4[CH:35]=[N:34][CH:33]=[N:32]4)[CH:26]=3)=[N:7][C:8]=2[CH:13]=1.